Dataset: Full USPTO retrosynthesis dataset with 1.9M reactions from patents (1976-2016). Task: Predict the reactants needed to synthesize the given product. (1) Given the product [CH2:1]([NH:7][CH2:8][CH:9]1[CH2:14][CH2:13][CH:12]([C:15]([N:17]2[CH2:26][C:25]3[CH:24]=[N:23][N:22]([CH3:27])[C:21]=3[NH:20][C:19]3[CH:28]=[CH:29][CH:30]=[CH:31][C:18]2=3)=[O:16])[CH2:11][CH2:10]1)[CH:2]([CH3:4])[CH3:3], predict the reactants needed to synthesize it. The reactants are: [CH:1](=O)[CH:2]([CH3:4])[CH3:3].Cl.[NH2:7][CH2:8][CH:9]1[CH2:14][CH2:13][CH:12]([C:15]([N:17]2[CH2:26][C:25]3[CH:24]=[N:23][N:22]([CH3:27])[C:21]=3[NH:20][C:19]3[CH:28]=[CH:29][CH:30]=[CH:31][C:18]2=3)=[O:16])[CH2:11][CH2:10]1.C(O[BH-](OC(=O)C)OC(=O)C)(=O)C.[Na+]. (2) Given the product [CH3:1][O:2][C:3](=[O:18])[C:4]1[CH:9]=[C:8]([N:21]2[CH:22]=[CH:23][N:24]=[C:20]2[CH3:19])[C:7]([C:11]([F:14])([F:13])[F:12])=[CH:6][C:5]=1[N+:15]([O-:17])=[O:16], predict the reactants needed to synthesize it. The reactants are: [CH3:1][O:2][C:3](=[O:18])[C:4]1[CH:9]=[C:8](F)[C:7]([C:11]([F:14])([F:13])[F:12])=[CH:6][C:5]=1[N+:15]([O-:17])=[O:16].[CH3:19][C:20]1[NH:21][CH:22]=[CH:23][N:24]=1. (3) The reactants are: C([O:3][C:4](=[O:28])[CH2:5][O:6][C:7]1[CH:12]=[CH:11][C:10]([S:13][CH2:14][C:15]2[CH:20]=[C:19]([O:21][CH2:22][CH:23]([CH3:25])[CH3:24])[CH:18]=[C:17](Br)[CH:16]=2)=[CH:9][C:8]=1[CH3:27])C.[C:29]([C:31]1[CH:36]=[CH:35][C:34]([S:37]([CH3:40])(=[O:39])=[O:38])=[CH:33][CH:32]=1)#[CH:30].C(OC(=O)COC1C=CC(SC2C=C(C#CC3C=CC(CO)=CC=3)C=C(OCCC3C=CC(Cl)=CC=3)C=2)=CC=1C)C. Given the product [CH2:22]([O:21][C:19]1[CH:20]=[C:15]([CH:16]=[C:17]([C:30]#[C:29][C:31]2[CH:32]=[CH:33][C:34]([S:37]([CH3:40])(=[O:39])=[O:38])=[CH:35][CH:36]=2)[CH:18]=1)[CH2:14][S:13][C:10]1[CH:11]=[CH:12][C:7]([O:6][CH2:5][C:4]([OH:3])=[O:28])=[C:8]([CH3:27])[CH:9]=1)[CH:23]([CH3:24])[CH3:25], predict the reactants needed to synthesize it. (4) Given the product [C:1]([C:4]1[CH:5]=[CH:6][C:7]([O:13][CH2:26][C:23]2[CH:24]=[CH:25][CH:20]=[CH:21][CH:22]=2)=[C:8]([CH:12]=1)[C:9]([NH2:11])=[O:10])(=[O:3])[CH3:2], predict the reactants needed to synthesize it. The reactants are: [C:1]([C:4]1[CH:5]=[CH:6][C:7]([OH:13])=[C:8]([CH:12]=1)[C:9]([NH2:11])=[O:10])(=[O:3])[CH3:2].C([O-])([O-])=O.[K+].[K+].[CH:20]1[CH:25]=[CH:24][C:23]([CH2:26]Br)=[CH:22][CH:21]=1. (5) Given the product [CH2:1]([N:13]1[C:12](=[O:25])[C:11]([C:8]2[CH:7]=[CH:6][C:5]([F:4])=[CH:10][CH:9]=2)=[C:16]([C:17]2[CH:22]=[CH:21][N:20]=[CH:19][CH:18]=2)[N:15]=[C:14]1[S:23][CH3:24])[CH3:2], predict the reactants needed to synthesize it. The reactants are: [CH2:1](Br)[CH3:2].[F:4][C:5]1[CH:10]=[CH:9][C:8]([C:11]2[C:12](=[O:25])[NH:13][C:14]([S:23][CH3:24])=[N:15][C:16]=2[C:17]2[CH:22]=[CH:21][N:20]=[CH:19][CH:18]=2)=[CH:7][CH:6]=1.[H-].[Na+].C(O)(=O)C. (6) Given the product [CH3:24][O:23][C:17]1[CH:16]=[C:15]([CH2:14][C@H:13]([CH3:25])[C@H:12]([CH3:26])[CH2:11][C:8]2[CH:9]=[CH:10][C:5]([O:4][CH2:3][CH2:2][N:36]3[CH:37]=[CH:38][N:39]=[C:35]3[N+:32]([O-:34])=[O:33])=[C:6]([O:27][CH3:28])[CH:7]=2)[CH:20]=[CH:19][C:18]=1[O:21][CH3:22], predict the reactants needed to synthesize it. The reactants are: Br[CH2:2][CH2:3][O:4][C:5]1[CH:10]=[CH:9][C:8]([CH2:11][C@@H:12]([CH3:26])[C@@H:13]([CH3:25])[CH2:14][C:15]2[CH:20]=[CH:19][C:18]([O:21][CH3:22])=[C:17]([O:23][CH3:24])[CH:16]=2)=[CH:7][C:6]=1[O:27][CH3:28].C[O-].[Na+].[N+:32]([C:35]1[NH:36][CH:37]=[CH:38][N:39]=1)([O-:34])=[O:33]. (7) Given the product [NH2:11][C:10]1[CH:15]=[C:6]([O:5][CH2:3][CH3:4])[CH:7]=[CH:8][C:9]=1[SH:13], predict the reactants needed to synthesize it. The reactants are: [OH-].[Na+].[CH2:3]([O:5][C:6]1[CH:7]=[CH:8][C:9]2[S:13]C(C)=[N:11][C:10]=2[CH:15]=1)[CH3:4]. (8) Given the product [OH:6][CH2:5][C:4]1[CH:8]=[CH:9][C:10]([N+:11]([O-:13])=[O:12])=[C:2]([OH:1])[CH:3]=1, predict the reactants needed to synthesize it. The reactants are: [OH:1][C:2]1[CH:3]=[C:4]([CH:8]=[CH:9][C:10]=1[N+:11]([O-:13])=[O:12])[C:5](O)=[O:6].B(OC)(OC)OC.B(F)(F)F.CCOCC.CO.